Dataset: Full USPTO retrosynthesis dataset with 1.9M reactions from patents (1976-2016). Task: Predict the reactants needed to synthesize the given product. Given the product [C:28]([NH:27][C:23]1[CH:22]=[C:21]([O:20][C:17]2[CH:16]=[CH:15][C:14]([NH:13][C:8]([NH:6][C:1](=[O:5])[CH:2]([CH3:4])[CH3:3])=[O:9])=[N:19][CH:18]=2)[CH:26]=[CH:25][N:24]=1)(=[O:30])[CH3:29], predict the reactants needed to synthesize it. The reactants are: [C:1]([NH2:6])(=[O:5])[CH:2]([CH3:4])[CH3:3].C(Cl)(=O)[C:8](Cl)=[O:9].[NH2:13][C:14]1[N:19]=[CH:18][C:17]([O:20][C:21]2[CH:26]=[CH:25][N:24]=[C:23]([NH:27][C:28](=[O:30])[CH3:29])[CH:22]=2)=[CH:16][CH:15]=1.O.